This data is from Aqueous solubility values for 9,982 compounds from the AqSolDB database. The task is: Regression/Classification. Given a drug SMILES string, predict its absorption, distribution, metabolism, or excretion properties. Task type varies by dataset: regression for continuous measurements (e.g., permeability, clearance, half-life) or binary classification for categorical outcomes (e.g., BBB penetration, CYP inhibition). For this dataset (solubility_aqsoldb), we predict Y. (1) The molecule is O=C([O-])CN(CCN(CC(=O)[O-])CC(=O)[O-])CC(=O)[O-].[K+].[K+].[Zn+2]. The Y is 0.237 log mol/L. (2) The Y is 0.791 log mol/L. The drug is NC(CO)(CO)CO.